Predict the reaction yield, written as a fraction of the theoretical maximum amount of product (1.0 means a 100% yield; for example, 0.34 means a 34% yield). From a dataset of Reaction yield outcomes from USPTO patents with 853,638 reactions. The reactants are [Cl:1][C:2]1[CH:8]=[CH:7][C:5]([NH2:6])=[CH:4][CH:3]=1.B(Cl)(Cl)Cl.[C:13]([C:15]1[CH:20]=[CH:19][N:18]=[CH:17][CH:16]=1)#N.[Al+3].[Cl-].[Cl-].[Cl-].Cl.[OH-:26].[Na+]. The catalyst is C(Cl)Cl.O. The product is [NH2:6][C:5]1[CH:7]=[CH:8][C:2]([Cl:1])=[CH:3][C:4]=1[C:13]([C:15]1[CH:20]=[CH:19][N:18]=[CH:17][CH:16]=1)=[O:26]. The yield is 0.750.